This data is from Full USPTO retrosynthesis dataset with 1.9M reactions from patents (1976-2016). The task is: Predict the reactants needed to synthesize the given product. Given the product [CH3:1][O:2][C:3]1[CH:4]=[C:5]2[C:10](=[CH:11][C:12]=1[O:13][CH3:14])[N:9]=[CH:8][CH:7]=[C:6]2[O:15][C:16]1[C:22]([CH3:23])=[CH:21][C:19]([NH:20][C:40](=[S:57])[O:42][CH2:43][C:28]2[CH:29]=[CH:30][C:25]([CH3:31])=[CH:26][CH:27]=2)=[C:18]([CH3:24])[CH:17]=1, predict the reactants needed to synthesize it. The reactants are: [CH3:1][O:2][C:3]1[CH:4]=[C:5]2[C:10](=[CH:11][C:12]=1[O:13][CH3:14])[N:9]=[CH:8][CH:7]=[C:6]2[O:15][C:16]1[C:22]([CH3:23])=[CH:21][C:19]([NH2:20])=[C:18]([CH3:24])[CH:17]=1.[C:25]1([CH3:31])[CH:30]=[CH:29][CH:28]=[CH:27][CH:26]=1.C(N(CC)CC)C.Cl[C:40](Cl)([O:42][C:43](=O)OC(Cl)(Cl)Cl)Cl.CC1C=CC(C[SH:57])=CC=1.